Dataset: Full USPTO retrosynthesis dataset with 1.9M reactions from patents (1976-2016). Task: Predict the reactants needed to synthesize the given product. (1) Given the product [CH:2]([C:7]1[S:11][C:10]([C:12]([N:14]([CH3:16])[CH3:15])=[O:13])=[N:9][CH:8]=1)=[O:1], predict the reactants needed to synthesize it. The reactants are: [O:1]1CCCO[CH:2]1[C:7]1[S:11][C:10]([C:12]([N:14]([CH3:16])[CH3:15])=[O:13])=[N:9][CH:8]=1.S1C(C=O)=CN=C1. (2) The reactants are: B.C1COCC1.[Br:7][CH2:8][CH2:9][CH2:10][CH2:11][CH2:12][CH2:13][CH2:14][CH2:15][CH2:16][CH2:17][CH2:18][CH2:19][CH2:20][CH2:21][CH2:22][C:23](O)=[O:24]. Given the product [Br:7][CH2:8][CH2:9][CH2:10][CH2:11][CH2:12][CH2:13][CH2:14][CH2:15][CH2:16][CH2:17][CH2:18][CH2:19][CH2:20][CH2:21][CH2:22][CH2:23][OH:24], predict the reactants needed to synthesize it. (3) The reactants are: [NH2:1][C:2]1[CH:7]=[CH:6][CH:5]=[CH:4][C:3]=1[NH:8][C:9](=[O:28])[C:10]1[CH:15]=[CH:14][C:13]([CH2:16][N:17]2[CH2:25][C:24]3[C:19](=[CH:20][CH:21]=[CH:22][C:23]=3Br)[C:18]2=[O:27])=[CH:12][CH:11]=1.[C:29]([C:33]1[CH:38]=[CH:37][C:36](B(O)O)=[CH:35][CH:34]=1)([CH3:32])([CH3:31])[CH3:30]. Given the product [C:29]([C:33]1[CH:38]=[CH:37][C:36]([C:23]2[CH:22]=[CH:21][CH:20]=[C:19]3[C:24]=2[CH2:25][N:17]([CH2:16][C:13]2[CH:14]=[CH:15][C:10]([C:9]([NH:8][C:3]4[CH:4]=[CH:5][CH:6]=[CH:7][C:2]=4[NH2:1])=[O:28])=[CH:11][CH:12]=2)[C:18]3=[O:27])=[CH:35][CH:34]=1)([CH3:32])([CH3:31])[CH3:30], predict the reactants needed to synthesize it. (4) The reactants are: FC(F)(F)C(O)=O.[Cl:8][C:9]1[C:10]([NH:35][C:36](=[O:46])[CH2:37][C@@H:38]([CH3:45])[C:39]2[CH:44]=[CH:43][CH:42]=[CH:41][CH:40]=2)=[C:11]2[C:16](=[CH:17][CH:18]=1)[N:15]=[C:14]([N:19]1[CH2:23][CH2:22][C@H:21]([NH:24][CH2:25][CH2:26][O:27][Si](C(C)(C)C)(C)C)[CH2:20]1)[CH:13]=[CH:12]2. Given the product [NH3:15].[ClH:8].[ClH:8].[Cl:8][C:9]1[C:10]([NH:35][C:36](=[O:46])[CH2:37][C@@H:38]([CH3:45])[C:39]2[CH:44]=[CH:43][CH:42]=[CH:41][CH:40]=2)=[C:11]2[C:16](=[CH:17][CH:18]=1)[N:15]=[C:14]([N:19]1[CH2:23][CH2:22][C@H:21]([NH:24][CH2:25][CH2:26][OH:27])[CH2:20]1)[CH:13]=[CH:12]2, predict the reactants needed to synthesize it. (5) Given the product [CH2:33]([N:5]1[CH2:6][C@@H:1]2[CH2:7][C@H:4]1[CH2:3][N:2]2[C:8]1[C:17]2[C:12](=[CH:13][CH:14]=[CH:15][CH:16]=2)[N:11]=[C:10]([C:18]2[CH:23]=[CH:22][N:21]=[C:20]([NH:24][C@H:25]([C:27]3[CH:32]=[CH:31][CH:30]=[CH:29][CH:28]=3)[CH3:26])[CH:19]=2)[CH:9]=1)[CH3:34], predict the reactants needed to synthesize it. The reactants are: [CH:1]12[CH2:7][CH:4]([NH:5][CH2:6]1)[CH2:3][N:2]2[C:8]1[C:17]2[C:12](=[CH:13][CH:14]=[CH:15][CH:16]=2)[N:11]=[C:10]([C:18]2[CH:23]=[CH:22][N:21]=[C:20]([NH:24][CH:25]([C:27]3[CH:32]=[CH:31][CH:30]=[CH:29][CH:28]=3)[CH3:26])[CH:19]=2)[CH:9]=1.[CH:33](=O)[CH3:34].CO.